This data is from Full USPTO retrosynthesis dataset with 1.9M reactions from patents (1976-2016). The task is: Predict the reactants needed to synthesize the given product. (1) Given the product [CH2:1]([C:4]1[CH:9]=[CH:8][C:7]([C:15]2[CH:20]=[C:19]([F:21])[CH:18]=[C:17]([Cl:22])[CH:16]=2)=[CH:6][CH:5]=1)[CH2:2][CH3:3], predict the reactants needed to synthesize it. The reactants are: [CH2:1]([C:4]1[CH:9]=[CH:8][C:7](OB(O)O)=[CH:6][CH:5]=1)[CH2:2][CH3:3].Br[C:15]1[CH:20]=[C:19]([F:21])[CH:18]=[C:17]([Cl:22])[CH:16]=1.C(=O)([O-])[O-].[Na+].[Na+].C1(C)C=CC=CC=1.C(O)C.O. (2) The reactants are: [C:1]([O:12][CH3:13])(=[O:11])[C:2]1[CH:10]=[CH:9][C:5]([C:6]([O-:8])=O)=[CH:4][CH:3]=1.C(Cl)(=O)C(Cl)=O.[NH2:20][C:21]1[CH:36]=[CH:35][C:24]([C:25]([O:27][CH2:28][C:29]2[CH:34]=[CH:33][CH:32]=[CH:31][CH:30]=2)=[O:26])=[CH:23][CH:22]=1.C(N(CC)CC)C. Given the product [CH3:13][O:12][C:1]([C:2]1[CH:3]=[CH:4][C:5]([C:6]([NH:20][C:21]2[CH:36]=[CH:35][C:24]([C:25]([O:27][CH2:28][C:29]3[CH:34]=[CH:33][CH:32]=[CH:31][CH:30]=3)=[O:26])=[CH:23][CH:22]=2)=[O:8])=[CH:9][CH:10]=1)=[O:11], predict the reactants needed to synthesize it. (3) Given the product [Cl:21][C:22]1[CH:27]=[CH:26][C:25]([OH:31])=[C:24]([C:2]2[N:7]3[CH:8]=[N:9][CH:10]=[C:6]3[C:5](=[O:11])[N:4]([CH2:12][C:13]3[CH:18]=[CH:17][C:16]([O:19][CH3:20])=[CH:15][CH:14]=3)[CH:3]=2)[CH:23]=1, predict the reactants needed to synthesize it. The reactants are: Br[C:2]1[N:7]2[CH:8]=[N:9][CH:10]=[C:6]2[C:5](=[O:11])[N:4]([CH2:12][C:13]2[CH:18]=[CH:17][C:16]([O:19][CH3:20])=[CH:15][CH:14]=2)[CH:3]=1.[Cl:21][C:22]1[CH:23]=[CH:24][C:25]([OH:31])=[C:26](B(O)O)[CH:27]=1.C(=O)([O-])[O-].[Na+].[Na+]. (4) Given the product [ClH:40].[ClH:40].[NH2:8][CH2:9][C:10]1[CH:11]=[C:12]([C:16]2[CH:21]=[C:20]([CH3:22])[CH:19]=[C:18]([O:23][C:24]3[N:29]=[C:28]([C:30]4[CH:38]=[C:37]([CH3:2])[CH:36]=[CH:35][C:31]=4[C:32]([OH:34])=[O:33])[CH:27]=[CH:26][CH:25]=3)[CH:17]=2)[CH:13]=[CH:14][CH:15]=1, predict the reactants needed to synthesize it. The reactants are: F[C:2](F)(F)C(O)=O.[NH2:8][CH2:9][C:10]1[CH:11]=[C:12]([C:16]2[CH:21]=[C:20]([CH3:22])[CH:19]=[C:18]([O:23][C:24]3[N:29]=[C:28]([C:30]4[CH:38]=[CH:37][C:36](C)=[CH:35][C:31]=4[C:32]([OH:34])=[O:33])[CH:27]=[CH:26][CH:25]=3)[CH:17]=2)[CH:13]=[CH:14][CH:15]=1.[ClH:40]. (5) Given the product [CH2:20]([S:27][C:28]1[C:36]2[C:35]3=[N:10][NH:11][C:38]([C:39]([O:41][CH2:42][CH3:43])=[O:40])=[C:34]3[CH2:33][CH2:32][C:31]=2[N:30]([S:45]([C:48]2[CH:53]=[CH:52][C:51]([CH3:54])=[CH:50][CH:49]=2)(=[O:47])=[O:46])[N:29]=1)[C:21]1[CH:22]=[CH:23][CH:24]=[CH:25][CH:26]=1, predict the reactants needed to synthesize it. The reactants are: OC1C=CC2CCC3C(C=2C=1)=[N:11][NH:10]C=3C(OCC)=O.[CH2:20]([S:27][C:28]1[C:36]2[C:35](=O)[CH:34]([C:38](=O)[C:39]([O:41][CH2:42][CH3:43])=[O:40])[CH2:33][CH2:32][C:31]=2[N:30]([S:45]([C:48]2[CH:53]=[CH:52][C:51]([CH3:54])=[CH:50][CH:49]=2)(=[O:47])=[O:46])[N:29]=1)[C:21]1[CH:26]=[CH:25][CH:24]=[CH:23][CH:22]=1.Cl.Cl.NCCCN1C(C(OCC)=O)=C2C(C3C=NNC=3CC2)=N1.OC1C=CC2C3C(=C(C(O)=O)NN=3)CCC=2C=1.